This data is from Forward reaction prediction with 1.9M reactions from USPTO patents (1976-2016). The task is: Predict the product of the given reaction. (1) Given the reactants [CH3:1][C:2]1[C:3]([CH2:13][CH:14]=[CH2:15])=[C:4]2[C:9](=[CH:10][CH:11]=1)[NH:8][C:7](=[O:12])[CH2:6][CH2:5]2.[H-].[Na+].I[CH3:19], predict the reaction product. The product is: [CH3:19][N:8]1[C:9]2[C:4](=[C:3]([CH2:13][CH:14]=[CH2:15])[C:2]([CH3:1])=[CH:11][CH:10]=2)[CH2:5][CH2:6][C:7]1=[O:12]. (2) Given the reactants [CH:1]1([CH:7]([NH:21][C:22]2[CH:27]=[CH:26][C:25]([C:28]([N:30]([CH3:38])[CH2:31][CH2:32][C:33]([O:35]CC)=[O:34])=[O:29])=[CH:24][CH:23]=2)[C:8]2[O:9][C:10]3[CH:19]=[CH:18][C:17]([F:20])=[CH:16][C:11]=3[C:12]=2[CH2:13][O:14][CH3:15])[CH2:6][CH2:5][CH2:4][CH2:3][CH2:2]1.CCCCCC.C(O)C.C(O)C.[OH-].[Na+], predict the reaction product. The product is: [CH:1]1([CH:7]([NH:21][C:22]2[CH:23]=[CH:24][C:25]([C:28]([N:30]([CH3:38])[CH2:31][CH2:32][C:33]([OH:35])=[O:34])=[O:29])=[CH:26][CH:27]=2)[C:8]2[O:9][C:10]3[CH:19]=[CH:18][C:17]([F:20])=[CH:16][C:11]=3[C:12]=2[CH2:13][O:14][CH3:15])[CH2:6][CH2:5][CH2:4][CH2:3][CH2:2]1. (3) Given the reactants C(OC([N:8]1[CH2:14][CH2:13][CH2:12][N:11]([C:15]2[N:23]([CH2:24][C:25]3[CH:30]=[CH:29][CH:28]=[CH:27][CH:26]=3)[C:22]3[C:21](=[O:31])[N:20]([CH2:32][C:33]4[C:42]5[C:37](=[CH:38][CH:39]=[CH:40][CH:41]=5)[CH:36]=[CH:35][N:34]=4)[C:19](=[O:43])[N:18]([CH3:44])[C:17]=3[C:16]=2[C:45](=[O:47])[NH2:46])[CH2:10][CH2:9]1)=O)(C)(C)C.C(O)(C(F)(F)F)=O.C(Cl)[Cl:56], predict the reaction product. The product is: [ClH:56].[CH2:24]([N:23]1[C:22]2[C:21](=[O:31])[N:20]([CH2:32][C:33]3[C:42]4[C:37](=[CH:38][CH:39]=[CH:40][CH:41]=4)[CH:36]=[CH:35][N:34]=3)[C:19](=[O:43])[N:18]([CH3:44])[C:17]=2[C:16]([C:45]([NH2:46])=[O:47])=[C:15]1[N:11]1[CH2:12][CH2:13][CH2:14][NH:8][CH2:9][CH2:10]1)[C:25]1[CH:30]=[CH:29][CH:28]=[CH:27][CH:26]=1.